Binary Classification. Given a drug SMILES string, predict its activity (active/inactive) in a high-throughput screening assay against a specified biological target. From a dataset of Cav3 T-type calcium channel HTS with 100,875 compounds. (1) The compound is S(c1[nH]c2c(n1)cccc2)CC(=O)Nc1ccc(F)cc1. The result is 0 (inactive). (2) The compound is Clc1cc(NC(=O)c2[nH]c(c(c2CC)C(=O)C)C)ccc1OC. The result is 0 (inactive). (3) The compound is s1nc2c(NC(=O)N\N=C\c3c(OC)cc(OC)cc3)cccc2n1. The result is 0 (inactive). (4) The molecule is S(c1n(c2c(n1)cccc2)c1ccccc1)CC(=O)NC(C)(C)C. The result is 1 (active). (5) The drug is Clc1cc(NC(=O)c2c(OCC)cccc2)c(O)cc1. The result is 0 (inactive). (6) The drug is S1c2c(N(C(=O)N3CCN(CC3)C(=O)c3occc3)c3c1cccc3)cccc2. The result is 0 (inactive).